From a dataset of Forward reaction prediction with 1.9M reactions from USPTO patents (1976-2016). Predict the product of the given reaction. (1) The product is: [CH3:10][O:9][C:7](=[O:8])[C:6]1[CH:11]=[C:2]([Cl:1])[CH:3]=[CH:4][C:5]=1[NH:12][C:13](=[O:22])[C:14]1[CH:19]=[CH:18][CH:17]=[C:16]([CH2:20][S:31][CH2:32][CH2:33][S:34]([OH:37])(=[O:36])=[O:35])[CH:15]=1. Given the reactants [Cl:1][C:2]1[CH:3]=[CH:4][C:5]([NH:12][C:13](=[O:22])[C:14]2[CH:19]=[CH:18][CH:17]=[C:16]([CH2:20]Cl)[CH:15]=2)=[C:6]([CH:11]=1)[C:7]([O:9][CH3:10])=[O:8].C(N(CC)CC)C.[Na+].[SH:31][CH2:32][CH2:33][S:34]([O-:37])(=[O:36])=[O:35].COC1C=C(C=CC=1OC)C(Cl)=O, predict the reaction product. (2) Given the reactants [C:1]1([CH3:9])[CH:6]=[CH:5][CH:4]=[CH:3][C:2]=1[CH2:7][NH2:8].[Br:10][C:11]1[CH:12]=[CH:13][C:14]2[N:15]([CH:17]=[C:18]([C:20](OCC)=[O:21])[N:19]=2)[CH:16]=1, predict the reaction product. The product is: [Br:10][C:11]1[CH:12]=[CH:13][C:14]2[N:15]([CH:17]=[C:18]([C:20]([NH:8][CH2:7][C:2]3[CH:3]=[CH:4][CH:5]=[CH:6][C:1]=3[CH3:9])=[O:21])[N:19]=2)[CH:16]=1. (3) Given the reactants [C:1]([C:5]1[N:9]([CH2:10][CH2:11][C:12]2[CH:17]=[CH:16][CH:15]=[CH:14][CH:13]=2)[C:8]([CH3:18])=[C:7]([C:19]([O:21]CC)=[O:20])[CH:6]=1)([CH3:4])([CH3:3])[CH3:2].[OH-].[K+].Cl, predict the reaction product. The product is: [C:1]([C:5]1[N:9]([CH2:10][CH2:11][C:12]2[CH:13]=[CH:14][CH:15]=[CH:16][CH:17]=2)[C:8]([CH3:18])=[C:7]([C:19]([OH:21])=[O:20])[CH:6]=1)([CH3:4])([CH3:2])[CH3:3]. (4) Given the reactants Br[C:2]1[CH:7]=[CH:6][CH:5]=[CH:4][C:3]=1[O:8][Si](C(C)(C)C)(C)C.C([Li])(C)(C)C.[CH3:21][O:22]N(C)C([C@@H]1CCCN(C(OC(C)(C)C)=O)C1)=O.[Cl-].[NH4+].[O:42]([C:50]1[CH:55]=[CH:54][CH:53]=[CH:52][C:51]=1[C:56]([C@@H:58]1[CH2:63][CH2:62][CH2:61][N:60]([C:64]([O:66][C:67]([CH3:70])([CH3:69])[CH3:68])=[O:65])[CH2:59]1)=[O:57])[Si:43]([C:46]([CH3:49])([CH3:48])[CH3:47])([CH3:45])[CH3:44].OC1C=[CH:76][CH:75]=[CH:74][C:73]=1[C:78]([C@@H:80]1[CH2:85][CH2:84][CH2:83][N:82]([C:86]([O:88][C:89]([CH3:92])([CH3:91])[CH3:90])=[O:87])[CH2:81]1)=[O:79].[CH3:93][O:94][CH2:95][CH2:96][CH2:97][CH2:98][Mg]Cl, predict the reaction product. The product is: [OH:57][C@:56]([C:51]1[CH:52]=[CH:53][CH:54]=[CH:55][C:50]=1[O:42][Si:43]([C:46]([CH3:49])([CH3:48])[CH3:47])([CH3:45])[CH3:44])([C@@H:58]1[CH2:63][CH2:62][CH2:61][N:60]([C:64]([O:66][C:67]([CH3:70])([CH3:69])[CH3:68])=[O:65])[CH2:59]1)[CH2:98][CH2:97][CH2:96][CH2:95][O:94][CH3:93].[OH:79][C@:78]([C:2]1[CH:7]=[CH:6][CH:5]=[CH:4][C:3]=1[OH:8])([C@@H:80]1[CH2:85][CH2:84][CH2:83][N:82]([C:86]([O:88][C:89]([CH3:90])([CH3:91])[CH3:92])=[O:87])[CH2:81]1)[CH2:73][CH2:74][CH2:75][CH2:76][O:22][CH3:21].